This data is from Catalyst prediction with 721,799 reactions and 888 catalyst types from USPTO. The task is: Predict which catalyst facilitates the given reaction. Reactant: [C:1](Cl)(=[O:6])[CH2:2][C:3](Cl)=[O:4].CC(C1C=CC(C[N:19]([CH2:23][C:24]2[CH:29]=[CH:28][C:27]([C:30]([CH3:33])([CH3:32])[CH3:31])=[CH:26][CH:25]=2)[C:20]([NH2:22])=[O:21])=CC=1)(C)C. Product: [CH3:33][C:30]([C:27]1[CH:26]=[CH:25][C:24]([CH2:23][N:22]2[C:3](=[O:4])[CH2:2][C:1](=[O:6])[N:19]([CH2:23][C:24]3[CH:25]=[CH:26][C:27]([C:30]([CH3:31])([CH3:32])[CH3:33])=[CH:28][CH:29]=3)[C:20]2=[O:21])=[CH:29][CH:28]=1)([CH3:31])[CH3:32]. The catalyst class is: 4.